This data is from Catalyst prediction with 721,799 reactions and 888 catalyst types from USPTO. The task is: Predict which catalyst facilitates the given reaction. (1) Reactant: C(N(CC)CC)C.[F:8][C:9]1[CH:27]=[CH:26][C:12]([CH2:13][O:14][C:15]2[CH:20]=[CH:19][C:18]([CH2:21]/[C:22](=[N:24]/[OH:25])/[NH2:23])=[CH:17][CH:16]=2)=[CH:11][CH:10]=1.[CH3:28][C:29]1[CH:37]=[CH:36][CH:35]=[C:34]([CH3:38])[C:30]=1[C:31](Cl)=[O:32]. Product: [CH3:28][C:29]1[CH:37]=[CH:36][CH:35]=[C:34]([CH3:38])[C:30]=1[C:31]([O:25]/[N:24]=[C:22](\[NH2:23])/[CH2:21][C:18]1[CH:19]=[CH:20][C:15]([O:14][CH2:13][C:12]2[CH:11]=[CH:10][C:9]([F:8])=[CH:27][CH:26]=2)=[CH:16][CH:17]=1)=[O:32]. The catalyst class is: 1. (2) Reactant: [Br:1][C:2]1[CH:3]=[C:4]([F:16])[CH:5]=[C:6]2[C:10]=1[NH:9][C:8]([C:11]([O:13][CH2:14][CH3:15])=[O:12])=[CH:7]2.[C:17](=O)([O-])[O-].[Cs+].[Cs+].IC.O. Product: [Br:1][C:2]1[CH:3]=[C:4]([F:16])[CH:5]=[C:6]2[C:10]=1[N:9]([CH3:17])[C:8]([C:11]([O:13][CH2:14][CH3:15])=[O:12])=[CH:7]2. The catalyst class is: 3. (3) Reactant: C(OC(=O)C)(=O)C.[C:8]([O:12][C:13]([C:15]1[N:16]([CH2:24][CH:25]([OH:42])[CH2:26][O:27][C:28]2[CH:33]=[CH:32][C:31]([CH2:34][CH2:35][CH2:36][CH2:37][CH2:38][CH2:39][CH2:40][CH3:41])=[CH:30][CH:29]=2)[C:17]2[C:22]([CH:23]=1)=[CH:21][CH:20]=[CH:19][CH:18]=2)=[O:14])([CH3:11])([CH3:10])[CH3:9].C(=O)([O-])O.[Na+].[Na+].[Cl-]. Product: [C:8]([O:12][C:13]([C:15]1[N:16]([CH2:24][C:25](=[O:42])[CH2:26][O:27][C:28]2[CH:33]=[CH:32][C:31]([CH2:34][CH2:35][CH2:36][CH2:37][CH2:38][CH2:39][CH2:40][CH3:41])=[CH:30][CH:29]=2)[C:17]2[C:22]([CH:23]=1)=[CH:21][CH:20]=[CH:19][CH:18]=2)=[O:14])([CH3:11])([CH3:10])[CH3:9]. The catalyst class is: 16. (4) Reactant: [CH2:1]([O:8][C:9]1[CH:10]=[C:11]([C:16]([CH2:19][CH2:20][C:21]([O:23][CH3:24])=[O:22])=[CH:17][N:18]=1)[C:12]([O:14]C)=O)[C:2]1[CH:7]=[CH:6][CH:5]=[CH:4][CH:3]=1.C[Si]([N-][Si](C)(C)C)(C)C.[Na+]. Product: [CH2:1]([O:8][C:9]1[N:18]=[CH:17][C:16]2[CH2:19][CH:20]([C:21]([O:23][CH3:24])=[O:22])[C:12](=[O:14])[C:11]=2[CH:10]=1)[C:2]1[CH:3]=[CH:4][CH:5]=[CH:6][CH:7]=1. The catalyst class is: 1.